This data is from NCI-60 drug combinations with 297,098 pairs across 59 cell lines. The task is: Regression. Given two drug SMILES strings and cell line genomic features, predict the synergy score measuring deviation from expected non-interaction effect. (1) Drug 1: COC1=C(C=C2C(=C1)N=CN=C2NC3=CC(=C(C=C3)F)Cl)OCCCN4CCOCC4. Drug 2: CCCCC(=O)OCC(=O)C1(CC(C2=C(C1)C(=C3C(=C2O)C(=O)C4=C(C3=O)C=CC=C4OC)O)OC5CC(C(C(O5)C)O)NC(=O)C(F)(F)F)O. Cell line: MALME-3M. Synergy scores: CSS=9.16, Synergy_ZIP=-11.9, Synergy_Bliss=-10.3, Synergy_Loewe=-9.88, Synergy_HSA=-10.4. (2) Drug 1: CC(C1=C(C=CC(=C1Cl)F)Cl)OC2=C(N=CC(=C2)C3=CN(N=C3)C4CCNCC4)N. Drug 2: CC12CCC3C(C1CCC2OP(=O)(O)O)CCC4=C3C=CC(=C4)OC(=O)N(CCCl)CCCl.[Na+]. Cell line: OVCAR-5. Synergy scores: CSS=-0.614, Synergy_ZIP=-6.66, Synergy_Bliss=-13.2, Synergy_Loewe=-13.2, Synergy_HSA=-13.1. (3) Drug 2: C1=C(C(=O)NC(=O)N1)N(CCCl)CCCl. Drug 1: CNC(=O)C1=CC=CC=C1SC2=CC3=C(C=C2)C(=NN3)C=CC4=CC=CC=N4. Cell line: SNB-75. Synergy scores: CSS=20.0, Synergy_ZIP=6.44, Synergy_Bliss=5.62, Synergy_Loewe=5.41, Synergy_HSA=5.70.